From a dataset of Peptide-MHC class I binding affinity with 185,985 pairs from IEDB/IMGT. Regression. Given a peptide amino acid sequence and an MHC pseudo amino acid sequence, predict their binding affinity value. This is MHC class I binding data. (1) The peptide sequence is YCNYSKYWY. The MHC is HLA-A24:02 with pseudo-sequence HLA-A24:02. The binding affinity (normalized) is 0.0109. (2) The peptide sequence is NQQVTNSKY. The MHC is HLA-A02:01 with pseudo-sequence HLA-A02:01. The binding affinity (normalized) is 0.0847. (3) The peptide sequence is SPVDRVLTI. The MHC is HLA-B51:01 with pseudo-sequence HLA-B51:01. The binding affinity (normalized) is 0.309. (4) The peptide sequence is MSRKLHRYI. The MHC is HLA-A01:01 with pseudo-sequence HLA-A01:01. The binding affinity (normalized) is 0.0847. (5) The peptide sequence is SSLLWGFYL. The MHC is HLA-A02:12 with pseudo-sequence HLA-A02:12. The binding affinity (normalized) is 0.0847. (6) The peptide sequence is LMPILTLTR. The MHC is HLA-A68:01 with pseudo-sequence HLA-A68:01. The binding affinity (normalized) is 0.311. (7) The peptide sequence is PSEDEQQGH. The MHC is HLA-A26:01 with pseudo-sequence HLA-A26:01. The binding affinity (normalized) is 0.0847.